This data is from Catalyst prediction with 721,799 reactions and 888 catalyst types from USPTO. The task is: Predict which catalyst facilitates the given reaction. (1) Reactant: F[C:2](F)(F)[C:3]([OH:5])=O.[NH2:8][CH:9]([CH:13]([C:15]1[C:20]([Cl:21])=[CH:19][C:18]([C:22]([F:25])([F:24])[F:23])=[CH:17][N:16]=1)C)C(N)=O.[I:26][C:27]1[CH:31]=[CH:30][S:29][C:28]=1[C:32]([OH:34])=O.O.[Cl-].COC1N=C(OC)N=C([N+]2(C)CCOCC2)[N:40]=1.C(N(CC)CC)C. Product: [C:3]([NH:40][CH:13]([C:15]1[C:20]([Cl:21])=[CH:19][C:18]([C:22]([F:23])([F:24])[F:25])=[CH:17][N:16]=1)[CH2:9][NH:8][C:32]([C:28]1[S:29][CH:30]=[CH:31][C:27]=1[I:26])=[O:34])(=[O:5])[CH3:2]. The catalyst class is: 8. (2) Reactant: C1(P(C2C=CC=CC=2)C2C=CC=CC=2)C=CC=CC=1.CC(OC(/N=N/C(OC(C)C)=O)=O)C.[CH2:34]([O:41][C:42](=[O:72])[C@@H:43]([NH:53][C:54]([C:56]1([CH:69](O)[CH3:70])[CH2:60][CH2:59][CH:58]([CH3:61])[N:57]1[C:62]([O:64][C:65]([CH3:68])([CH3:67])[CH3:66])=[O:63])=[O:55])[CH2:44][O:45][CH2:46][C:47]1[CH:52]=[CH:51][CH:50]=[CH:49][CH:48]=1)[C:35]1[CH:40]=[CH:39][CH:38]=[CH:37][CH:36]=1. Product: [CH2:34]([O:41][C:42](=[O:72])[C@@H:43]([N:53]1[C:54](=[O:55])[C:56]2([CH2:60][CH2:59][CH:58]([CH3:61])[N:57]2[C:62]([O:64][C:65]([CH3:68])([CH3:66])[CH3:67])=[O:63])[CH:69]1[CH3:70])[CH2:44][O:45][CH2:46][C:47]1[CH:52]=[CH:51][CH:50]=[CH:49][CH:48]=1)[C:35]1[CH:36]=[CH:37][CH:38]=[CH:39][CH:40]=1. The catalyst class is: 1. (3) Reactant: C(OC(=O)[N:7]([CH2:14][CH:15]=O)[C:8]1[CH:13]=[CH:12][CH:11]=[CH:10][CH:9]=1)(C)(C)C.[Cl:18][C:19]1[CH:20]=[C:21]([CH:35]=[CH:36][C:37]=1[Cl:38])[CH2:22][CH:23]1[CH2:28][CH2:27][N:26]([CH2:29][CH:30]([NH2:34])[CH:31]([CH3:33])[CH3:32])[CH2:25][CH2:24]1.[BH3-]C#N.[Na+]. Product: [Cl:18][C:19]1[CH:20]=[C:21]([CH:35]=[CH:36][C:37]=1[Cl:38])[CH2:22][CH:23]1[CH2:24][CH2:25][N:26]([CH2:29][CH:30]([NH:34][CH2:15][CH2:14][NH:7][C:8]2[CH:9]=[CH:10][CH:11]=[CH:12][CH:13]=2)[CH:31]([CH3:33])[CH3:32])[CH2:27][CH2:28]1. The catalyst class is: 5. (4) Reactant: [OH:1][C:2]1[CH:7]=[C:6]([C:8]([OH:10])=[O:9])[CH:5]=[CH:4][N:3]=1. Product: [O:1]=[C:2]1[CH2:7][CH:6]([C:8]([OH:10])=[O:9])[CH2:5][CH2:4][NH:3]1. The catalyst class is: 105. (5) Reactant: [CH2:1]([O:8][C:9]([NH:11][CH:12]1[C:21]2[C:16](=[CH:17][CH:18]=[C:19]([C:22]([O:24][CH2:25][CH3:26])=[O:23])[CH:20]=2)[NH:15][CH:14]([CH:27]2[CH2:29][CH2:28]2)[CH:13]1[CH3:30])=[O:10])[C:2]1[CH:7]=[CH:6][CH:5]=[CH:4][CH:3]=1.CCN(C(C)C)C(C)C.[C:40](Cl)(=[O:42])[CH3:41]. Product: [C:40]([N:15]1[C:16]2[C:21](=[CH:20][C:19]([C:22]([O:24][CH2:25][CH3:26])=[O:23])=[CH:18][CH:17]=2)[CH:12]([NH:11][C:9]([O:8][CH2:1][C:2]2[CH:3]=[CH:4][CH:5]=[CH:6][CH:7]=2)=[O:10])[CH:13]([CH3:30])[CH:14]1[CH:27]1[CH2:28][CH2:29]1)(=[O:42])[CH3:41]. The catalyst class is: 4.